This data is from NCI-60 drug combinations with 297,098 pairs across 59 cell lines. The task is: Regression. Given two drug SMILES strings and cell line genomic features, predict the synergy score measuring deviation from expected non-interaction effect. (1) Drug 1: CS(=O)(=O)C1=CC(=C(C=C1)C(=O)NC2=CC(=C(C=C2)Cl)C3=CC=CC=N3)Cl. Drug 2: CN1CCC(CC1)COC2=C(C=C3C(=C2)N=CN=C3NC4=C(C=C(C=C4)Br)F)OC. Cell line: U251. Synergy scores: CSS=8.49, Synergy_ZIP=-3.14, Synergy_Bliss=-1.95, Synergy_Loewe=-9.88, Synergy_HSA=-1.02. (2) Drug 1: C1CN1C2=NC(=NC(=N2)N3CC3)N4CC4. Cell line: HCT-15. Synergy scores: CSS=35.3, Synergy_ZIP=-8.24, Synergy_Bliss=-4.34, Synergy_Loewe=-13.9, Synergy_HSA=-2.79. Drug 2: CC12CCC3C(C1CCC2O)C(CC4=C3C=CC(=C4)O)CCCCCCCCCS(=O)CCCC(C(F)(F)F)(F)F.